This data is from Forward reaction prediction with 1.9M reactions from USPTO patents (1976-2016). The task is: Predict the product of the given reaction. (1) Given the reactants [CH3:1][N:2]1[C:10]2[C:5](=[CH:6][C:7](OS(C(F)(F)F)(=O)=O)=[CH:8][CH:9]=2)[C:4]([C:19]2[N:27]([S:28]([C:31]3[CH:36]=[CH:35][C:34]([CH3:37])=[CH:33][CH:32]=3)(=[O:30])=[O:29])[C:22]3=[N:23][CH:24]=[CH:25][CH:26]=[C:21]3[CH:20]=2)=[CH:3]1.CN(C)C=O.C1(P(C2C=CC=CC=2)CCCP(C2C=CC=CC=2)C2C=CC=CC=2)C=CC=CC=1.[C]=O.[C:74]([O:77][CH2:78]C)(=[O:76])C.CCCCC, predict the reaction product. The product is: [CH3:78][O:77][C:74]([C:7]1[CH:6]=[C:5]2[C:10](=[CH:9][CH:8]=1)[N:2]([CH3:1])[CH:3]=[C:4]2[C:19]1[N:27]([S:28]([C:31]2[CH:32]=[CH:33][C:34]([CH3:37])=[CH:35][CH:36]=2)(=[O:29])=[O:30])[C:22]2=[N:23][CH:24]=[CH:25][CH:26]=[C:21]2[CH:20]=1)=[O:76]. (2) Given the reactants [CH2:1]([N:8]1[CH2:14][CH2:13][CH:12]2[C:10]([CH:15]=O)([CH2:11]2)[CH2:9]1)[C:2]1[CH:7]=[CH:6][CH:5]=[CH:4][CH:3]=1.[NH2:17][C:18]1[CH:23]=[CH:22][CH:21]=[CH:20][CH:19]=1.[BH3-]C#N.[Na+], predict the reaction product. The product is: [CH2:1]([N:8]1[CH2:14][CH2:13][CH:12]2[C:10]([CH2:15][NH:17][C:18]3[CH:23]=[CH:22][CH:21]=[CH:20][CH:19]=3)([CH2:11]2)[CH2:9]1)[C:2]1[CH:7]=[CH:6][CH:5]=[CH:4][CH:3]=1.